Dataset: Catalyst prediction with 721,799 reactions and 888 catalyst types from USPTO. Task: Predict which catalyst facilitates the given reaction. (1) Reactant: Cl.[Cl:2][C:3]1[CH:4]=[CH:5][C:6]2[CH2:12][CH2:11][C:10]3[CH:13]=[CH:14][CH:15]=[CH:16][C:9]=3[N:8]([CH2:17][CH2:18][NH2:19])[C:7]=2[CH:20]=1.CCN(CC)CC.[F:28][C:29]([F:42])([F:41])[O:30][C:31]1[CH:36]=[CH:35][C:34]([S:37](Cl)(=[O:39])=[O:38])=[CH:33][CH:32]=1. Product: [Cl:2][C:3]1[CH:4]=[CH:5][C:6]2[CH2:12][CH2:11][C:10]3[CH:13]=[CH:14][CH:15]=[CH:16][C:9]=3[N:8]([CH2:17][CH2:18][NH:19][S:37]([C:34]3[CH:33]=[CH:32][C:31]([O:30][C:29]([F:28])([F:41])[F:42])=[CH:36][CH:35]=3)(=[O:39])=[O:38])[C:7]=2[CH:20]=1. The catalyst class is: 3. (2) Reactant: [Cl:1][C:2]1[CH:3]=[C:4]([CH:8]=[C:9]([O:11][CH3:12])[CH:10]=1)[C:5](O)=[O:6].[H-].[H-].[H-].[H-].[Li+].[Al+3].Cl. Product: [Cl:1][C:2]1[CH:3]=[C:4]([CH:8]=[C:9]([O:11][CH3:12])[CH:10]=1)[CH2:5][OH:6]. The catalyst class is: 1. (3) Reactant: [Cl:1][C:2]1[CH:3]=[C:4]2[C:8](=[C:9]([F:11])[CH:10]=1)[NH:7][C:6]([Si](CC)(CC)CC)=[C:5]2[CH2:19][CH2:20][NH:21][C:22]([C:24]1[CH:28]=[C:27]([CH2:29][C:30]2[CH:35]=[C:34]([F:36])[CH:33]=[CH:32][C:31]=2[F:37])[O:26][N:25]=1)=[O:23]. Product: [Cl:1][C:2]1[CH:3]=[C:4]2[C:8](=[C:9]([F:11])[CH:10]=1)[NH:7][CH:6]=[C:5]2[CH2:19][CH2:20][NH:21][C:22]([C:24]1[CH:28]=[C:27]([CH2:29][C:30]2[CH:35]=[C:34]([F:36])[CH:33]=[CH:32][C:31]=2[F:37])[O:26][N:25]=1)=[O:23]. The catalyst class is: 55.